Dataset: Retrosynthesis with 50K atom-mapped reactions and 10 reaction types from USPTO. Task: Predict the reactants needed to synthesize the given product. (1) Given the product CCCCCCOC(=O)C(O)[C@H]1O[C@@H](n2cnc3c(N)ncnc32)[C@H](O)[C@@H]1O, predict the reactants needed to synthesize it. The reactants are: CCCCCCO.Nc1ncnc2c1ncn2[C@@H]1O[C@H](C(O)C(=O)O)[C@@H](O)[C@H]1O. (2) Given the product CCOC(=O)C(C)(C)c1ccc([C@@H](O)CCCN2CCC(C(O)(c3ccccc3)c3ccccc3)CC2)cc1, predict the reactants needed to synthesize it. The reactants are: CCOC(=O)C(C)(C)c1ccc(C(=O)CCCN2CCC(C(O)(c3ccccc3)c3ccccc3)CC2)cc1. (3) Given the product CN1CCC(c2cnc(-c3cccc(Cn4nc(-c5cc(F)cc(F)c5)ccc4=O)c3)s2)CC1, predict the reactants needed to synthesize it. The reactants are: C=O.O=c1ccc(-c2cc(F)cc(F)c2)nn1Cc1cccc(-c2ncc(C3CCNCC3)s2)c1. (4) Given the product N#Cc1c(F)cccc1S(=O)(=O)N1CCSC1, predict the reactants needed to synthesize it. The reactants are: C1CSCN1.N#Cc1c(F)cccc1S(=O)(=O)Cl. (5) Given the product COc1ccc(CC(=O)OC(C)C)cc1, predict the reactants needed to synthesize it. The reactants are: CC(C)O.COc1ccc(CC(=O)O)cc1. (6) Given the product CCOC(=O)C(=O)CC(C)(C)c1ccc(Cl)c(F)c1OC, predict the reactants needed to synthesize it. The reactants are: CCO.COc1c(C(C)(C)CC(=O)C(=O)O)ccc(Cl)c1F. (7) Given the product N#Cc1ccccc1N1CCN(CC2COc3ccccc3O2)CC1, predict the reactants needed to synthesize it. The reactants are: BrCC1COc2ccccc2O1.N#Cc1ccccc1N1CCNCC1. (8) Given the product N#Cc1cc(-c2ccc(Cl)cc2)cnc1C#CCCc1ccc(CN2CCCC2)cc1, predict the reactants needed to synthesize it. The reactants are: C#CCCc1ccc(CN2CCCC2)cc1.N#Cc1cc(-c2ccc(Cl)cc2)cnc1Cl.